Predict the product of the given reaction. From a dataset of Forward reaction prediction with 1.9M reactions from USPTO patents (1976-2016). (1) Given the reactants Br[C:2]1[CH:7]=[CH:6][C:5]([CH:8]2[N:12]([C:13]3[CH:18]=[CH:17][CH:16]=[CH:15][C:14]=3[Cl:19])[N:11]=[C:10]([C:20]([C:26]([F:29])([F:28])[F:27])([C:22]([F:25])([F:24])[F:23])[OH:21])[CH2:9]2)=[CH:4][CH:3]=1.[B:30]1([B:30]2[O:34][C:33]([CH3:36])([CH3:35])[C:32]([CH3:38])([CH3:37])[O:31]2)[O:34][C:33]([CH3:36])([CH3:35])[C:32]([CH3:38])([CH3:37])[O:31]1.C([O-])(=O)C.[K+], predict the reaction product. The product is: [Cl:19][C:14]1[CH:15]=[CH:16][CH:17]=[CH:18][C:13]=1[N:12]1[CH:8]([C:5]2[CH:6]=[CH:7][C:2]([B:30]3[O:34][C:33]([CH3:36])([CH3:35])[C:32]([CH3:38])([CH3:37])[O:31]3)=[CH:3][CH:4]=2)[CH2:9][C:10]([C:20]([C:26]([F:29])([F:28])[F:27])([C:22]([F:25])([F:23])[F:24])[OH:21])=[N:11]1. (2) Given the reactants [F:1][C:2]1[CH:9]=[CH:8][C:7]([CH2:10][C:11]2[C:20]3[C:15](=[CH:16][CH:17]=[CH:18][CH:19]=3)[C:14](=[O:21])[NH:13][N:12]=2)=[CH:6][C:3]=1[C:4]#N.[OH-:22].[Na+].Cl.[OH2:25], predict the reaction product. The product is: [F:1][C:2]1[CH:9]=[CH:8][C:7]([CH2:10][C:11]2[C:20]3[C:15](=[CH:16][CH:17]=[CH:18][CH:19]=3)[C:14](=[O:21])[NH:13][N:12]=2)=[CH:6][C:3]=1[C:4]([OH:25])=[O:22]. (3) Given the reactants [CH3:1][N:2]1[CH2:22][CH2:21][C:5]2[N:6]([CH2:14][CH2:15][C:16]([O:18]CC)=O)[C:7]3[CH:8]=[CH:9][C:10]([CH3:13])=[CH:11][C:12]=3[C:4]=2[CH2:3]1.[NH3:23], predict the reaction product. The product is: [CH3:1][N:2]1[CH2:22][CH2:21][C:5]2[N:6]([CH2:14][CH2:15][C:16]([NH2:23])=[O:18])[C:7]3[CH:8]=[CH:9][C:10]([CH3:13])=[CH:11][C:12]=3[C:4]=2[CH2:3]1. (4) Given the reactants [CH3:1][C:2]([CH3:26])=[CH:3][CH2:4][C:5]1[C:6]([OH:25])=[CH:7][C:8]([O:23][CH3:24])=[C:9]([C:12](/[CH:14]=[CH:15]/[C:16]2[CH:17]=[CH:18][C:19]([OH:22])=[CH:20][CH:21]=2)=[O:13])[C:10]=1[OH:11].COC(=O)/C=C/C1C=CC(O)=C(O)C=1.C([O-])(=O)C.[Na+], predict the reaction product. The product is: [CH3:1][C:2]([CH3:26])=[CH:3][CH2:4][C:5]1[C:6]([OH:25])=[CH:7][C:8]([O:23][CH3:24])=[C:9]2[C:12](=[O:13])[CH2:14][CH:15]([C:16]3[CH:17]=[CH:18][C:19]([OH:22])=[CH:20][CH:21]=3)[O:11][C:10]=12. (5) Given the reactants [C:1]1([C:7]2[C:11]([C:12]([F:15])([F:14])[F:13])=[C:10]([C:16]([OH:18])=O)[O:9][N:8]=2)[CH:6]=[CH:5][CH:4]=[CH:3][CH:2]=1.N1C=CC=CC=1.Cl.[NH2:26][CH:27]1[CH2:36][CH2:35][C:34]2[C:29](=[CH:30][CH:31]=[C:32]([Br:37])[CH:33]=2)[C:28]1=[O:38].C(N(C(C)C)CC)(C)C, predict the reaction product. The product is: [Br:37][C:32]1[CH:33]=[C:34]2[C:29](=[CH:30][CH:31]=1)[C:28](=[O:38])[CH:27]([NH:26][C:16]([C:10]1[O:9][N:8]=[C:7]([C:1]3[CH:2]=[CH:3][CH:4]=[CH:5][CH:6]=3)[C:11]=1[C:12]([F:13])([F:14])[F:15])=[O:18])[CH2:36][CH2:35]2. (6) Given the reactants N1C=CC=CC=1.[C:7]12([C:17](Cl)=[O:18])[CH2:16][CH:11]3[CH2:12][CH:13]([CH2:15][CH:9]([CH2:10]3)[CH2:8]1)[CH2:14]2.[C:20]1([NH:26][C:27](=[S:30])[NH:28][NH2:29])[CH:25]=[CH:24][CH:23]=[CH:22][CH:21]=1, predict the reaction product. The product is: [C:7]12([C:17]([NH:29][NH:28][C:27]([NH:26][C:20]3[CH:21]=[CH:22][CH:23]=[CH:24][CH:25]=3)=[S:30])=[O:18])[CH2:16][CH:11]3[CH2:12][CH:13]([CH2:15][CH:9]([CH2:10]3)[CH2:8]1)[CH2:14]2. (7) Given the reactants Br[C:2]1[CH:3]=[CH:4][C:5]2[C:11]3[S:12][C:13]([C:15]4[N:16]=[C:17]([NH2:27])[S:18][C:19]=4[C:20]4[CH:25]=[CH:24][CH:23]=[CH:22][C:21]=4[Cl:26])=[CH:14][C:10]=3[CH2:9][CH2:8][O:7][C:6]=2[CH:28]=1.CC1(C)C(C)(C)OB([C:37]2[CH:38]=[N:39][NH:40][CH:41]=2)O1, predict the reaction product. The product is: [NH:39]1[CH:38]=[C:37]([C:2]2[CH:3]=[CH:4][C:5]3[C:11]4[S:12][C:13]([C:15]5[N:16]=[C:17]([NH2:27])[S:18][C:19]=5[C:20]5[CH:25]=[CH:24][CH:23]=[CH:22][C:21]=5[Cl:26])=[CH:14][C:10]=4[CH2:9][CH2:8][O:7][C:6]=3[CH:28]=2)[CH:41]=[N:40]1.